Dataset: Catalyst prediction with 721,799 reactions and 888 catalyst types from USPTO. Task: Predict which catalyst facilitates the given reaction. (1) Reactant: C(Cl)(=O)C(Cl)=O.[C:7]([C:9]1[CH:10]=[C:11]([CH:15]=[CH:16][C:17]=1[O:18][CH:19]1[CH2:23][CH2:22][CH2:21][CH2:20]1)[C:12]([OH:14])=O)#[N:8].C(N(CC)CC)C.O[NH:32][C:33]([C:35]1[CH:43]=[CH:42][C:41]2[NH:40][C:39]3[CH:44]([CH2:47][C:48]([O:50][CH2:51][CH3:52])=[O:49])[CH2:45][CH2:46][C:38]=3[C:37]=2[CH:36]=1)=[NH:34]. Product: [C:7]([C:9]1[CH:10]=[C:11]([C:12]2[O:14][N:34]=[C:33]([C:35]3[CH:43]=[CH:42][C:41]4[NH:40][C:39]5[CH:44]([CH2:47][C:48]([O:50][CH2:51][CH3:52])=[O:49])[CH2:45][CH2:46][C:38]=5[C:37]=4[CH:36]=3)[N:32]=2)[CH:15]=[CH:16][C:17]=1[O:18][CH:19]1[CH2:23][CH2:22][CH2:21][CH2:20]1)#[N:8]. The catalyst class is: 18. (2) Reactant: C(OC(=O)[NH:7][CH2:8][C:9](=[O:35])[NH:10][C:11]1[CH:16]=[CH:15][C:14]([C:17](=[O:34])[CH2:18][N:19]2[C:23]3[CH:24]=[CH:25][CH:26]=[CH:27][C:22]=3[N:21]=[C:20]2[C:28]2[C:32]([NH2:33])=[N:31][O:30][N:29]=2)=[CH:13][CH:12]=1)(C)(C)C.[ClH:37].C(OC(C)C)(C)C. Product: [ClH:37].[NH2:7][CH2:8][C:9]([NH:10][C:11]1[CH:12]=[CH:13][C:14]([C:17](=[O:34])[CH2:18][N:19]2[C:23]3[CH:24]=[CH:25][CH:26]=[CH:27][C:22]=3[N:21]=[C:20]2[C:28]2[C:32]([NH2:33])=[N:31][O:30][N:29]=2)=[CH:15][CH:16]=1)=[O:35]. The catalyst class is: 12.